From a dataset of Full USPTO retrosynthesis dataset with 1.9M reactions from patents (1976-2016). Predict the reactants needed to synthesize the given product. (1) Given the product [CH2:14]([C:13]1[NH:1][C:2]2[CH:11]=[CH:10][CH:9]=[C:4]([C:5]([O:7][CH3:8])=[O:6])[C:3]=2[N:12]=1)[CH2:15][CH3:16], predict the reactants needed to synthesize it. The reactants are: [NH2:1][C:2]1[C:3]([NH:12][C:13](=O)[CH2:14][CH2:15][CH3:16])=[C:4]([CH:9]=[CH:10][CH:11]=1)[C:5]([O:7][CH3:8])=[O:6]. (2) Given the product [CH2:15]([N:11]1[C:12](=[O:14])[CH:13]2[CH:9]([C:8]2([C:4]2[CH:3]=[C:2]([NH:1][S:31]([CH3:30])(=[O:33])=[O:32])[CH:7]=[CH:6][CH:5]=2)[CH3:23])[C:10]1=[O:22])[C:16]1[CH:17]=[CH:18][CH:19]=[CH:20][CH:21]=1, predict the reactants needed to synthesize it. The reactants are: [NH2:1][C:2]1[CH:3]=[C:4]([C:8]2([CH3:23])[CH:13]3[CH:9]2[C:10](=[O:22])[N:11]([CH2:15][C:16]2[CH:21]=[CH:20][CH:19]=[CH:18][CH:17]=2)[C:12]3=[O:14])[CH:5]=[CH:6][CH:7]=1.N1C=CC=CC=1.[CH3:30][S:31](Cl)(=[O:33])=[O:32]. (3) The reactants are: [Br:1]CCCC#CC1C=CC(NC(=O)C(F)(F)F)=CC=1.Cl[CH2:21][CH2:22][CH2:23][C:24]#[C:25][C:26]1[CH:31]=[CH:30][C:29]([N+:32]([O-:34])=[O:33])=[CH:28][CH:27]=1. Given the product [Br:1][CH2:21][CH2:22][CH2:23][C:24]#[C:25][C:26]1[CH:31]=[CH:30][C:29]([N+:32]([O-:34])=[O:33])=[CH:28][CH:27]=1, predict the reactants needed to synthesize it. (4) Given the product [C:1]([O:5][C:6](=[O:18])[NH:7][C:8]1([C:11]2[CH:16]=[CH:15][C:14]([C:23]3[CH:22]=[N:21][N:20]([CH3:19])[CH:24]=3)=[CH:13][N:12]=2)[CH2:10][CH2:9]1)([CH3:4])([CH3:3])[CH3:2], predict the reactants needed to synthesize it. The reactants are: [C:1]([O:5][C:6](=[O:18])[NH:7][C:8]1([C:11]2[CH:16]=[CH:15][C:14](I)=[CH:13][N:12]=2)[CH2:10][CH2:9]1)([CH3:4])([CH3:3])[CH3:2].[CH3:19][N:20]1[CH:24]=[C:23](B2OC(C)(C)C(C)(C)O2)[CH:22]=[N:21]1.[O-]P([O-])([O-])=O.[K+].[K+].[K+]. (5) Given the product [CH2:32]([NH:34][C:35]([NH:1][C@H:2]1[CH2:3][CH2:4][C@H:5]([CH2:8][NH:9][C:10]2[C:15]([N+:16]([O-:18])=[O:17])=[CH:14][N:13]=[C:12]([NH:19][CH2:20][C:21]3[CH:26]=[CH:25][CH:24]=[CH:23][C:22]=3[O:27][C:28]([F:30])([F:31])[F:29])[N:11]=2)[CH2:6][CH2:7]1)=[O:36])[CH3:33], predict the reactants needed to synthesize it. The reactants are: [NH2:1][C@H:2]1[CH2:7][CH2:6][C@H:5]([CH2:8][NH:9][C:10]2[C:15]([N+:16]([O-:18])=[O:17])=[CH:14][N:13]=[C:12]([NH:19][CH2:20][C:21]3[CH:26]=[CH:25][CH:24]=[CH:23][C:22]=3[O:27][C:28]([F:31])([F:30])[F:29])[N:11]=2)[CH2:4][CH2:3]1.[CH2:32]([N:34]=[C:35]=[O:36])[CH3:33]. (6) Given the product [Cl:1][C:2]1[CH:9]=[CH:8][C:5]([CH:6]([OH:7])[C:10]#[CH:11])=[CH:4][CH:3]=1, predict the reactants needed to synthesize it. The reactants are: [Cl:1][C:2]1[CH:9]=[CH:8][C:5]([CH:6]=[O:7])=[CH:4][CH:3]=1.[C:10]([Mg]Br)#[CH:11].N.O. (7) Given the product [Br:1][C:2]1[CH:3]=[N:4][CH:5]=[CH:6][C:7]=1[C:8]1[CH:9]=[CH:20][CH:21]=[CH:22][N:17]=1, predict the reactants needed to synthesize it. The reactants are: [Br:1][C:2]1[CH:3]=[N:4][CH:5]=[CH:6][C:7]=1[C:8](=O)[CH3:9].S([O-])([O-])(=O)=O.C[N+:17]1C(=O)C(C)[CH:20]=[CH:21][CH:22]=1.C[N+:17]1C(=O)C(C)[CH:20]=[CH:21][CH:22]=1.C(#N)C.